This data is from Full USPTO retrosynthesis dataset with 1.9M reactions from patents (1976-2016). The task is: Predict the reactants needed to synthesize the given product. (1) Given the product [CH3:53][C@@H:49]1[CH2:48][N:47]([CH3:46])[CH2:52][CH2:51][N:50]1[CH2:2][C:3]([NH:5][C:6]1[CH:7]=[C:8]([CH:25]=[CH:26][C:27]=1[O:28][C:29]([F:32])([F:31])[F:30])[C:9]([NH:11][C:12]1[CH:13]=[N:14][C:15]([C:18]2[CH:23]=[CH:22][CH:21]=[CH:20][C:19]=2[F:24])=[CH:16][CH:17]=1)=[O:10])=[O:4], predict the reactants needed to synthesize it. The reactants are: Cl[CH2:2][C:3]([NH:5][C:6]1[CH:7]=[C:8]([CH:25]=[CH:26][C:27]=1[O:28][C:29]([F:32])([F:31])[F:30])[C:9]([NH:11][C:12]1[CH:13]=[N:14][C:15]([C:18]2[CH:23]=[CH:22][CH:21]=[CH:20][C:19]=2[F:24])=[CH:16][CH:17]=1)=[O:10])=[O:4].[I-].[K+].C(N(C(C)C)C(C)C)C.Cl.Cl.[CH3:46][N:47]1[CH2:52][CH2:51][NH:50][C@H:49]([CH3:53])[CH2:48]1. (2) Given the product [CH2:1]([O:3][C:4](=[O:28])[CH:5]([C:13]1[N:14]([CH3:30])[C:15]2[C:20]([C:21]=1[S:22][CH3:23])=[CH:19][C:18]([O:24][CH2:25][CH:26]=[CH2:27])=[CH:17][CH:16]=2)[CH2:6][C:7]1[CH:8]=[CH:9][CH:10]=[CH:11][CH:12]=1)[CH3:2], predict the reactants needed to synthesize it. The reactants are: [CH2:1]([O:3][C:4](=[O:28])[CH:5]([C:13]1[NH:14][C:15]2[C:20]([C:21]=1[S:22][CH3:23])=[CH:19][C:18]([O:24][CH2:25][CH:26]=[CH2:27])=[CH:17][CH:16]=2)[CH2:6][C:7]1[CH:12]=[CH:11][CH:10]=[CH:9][CH:8]=1)[CH3:2].I[CH3:30]. (3) Given the product [S:39]([OH:42])(=[O:41])(=[O:40])[CH3:38].[F:1][C:2]1[CH:3]=[C:4]2[C:8](=[CH:9][CH:10]=1)[NH:7][C:6](=[O:11])/[C:5]/2=[CH:12]\[C:13]1[NH:22][C:21]2[CH2:20][CH2:19][CH2:18][N:17]([CH2:23][C@H:24]([OH:32])[CH2:25][N:26]3[CH2:27][CH2:28][O:29][CH2:30][CH2:31]3)[C:16](=[O:33])[C:15]=2[C:14]=1[CH3:34], predict the reactants needed to synthesize it. The reactants are: [F:1][C:2]1[CH:3]=[C:4]2[C:8](=[CH:9][CH:10]=1)[NH:7][C:6](=[O:11])/[C:5]/2=[CH:12]\[C:13]1[NH:22][C:21]2[CH2:20][CH2:19][CH2:18][N:17]([CH2:23][C@H:24]([OH:32])[CH2:25][N:26]3[CH2:31][CH2:30][O:29][CH2:28][CH2:27]3)[C:16](=[O:33])[C:15]=2[C:14]=1[CH3:34].ClCCl.[CH3:38][S:39]([OH:42])(=[O:41])=[O:40]. (4) Given the product [OH:29][C:18]1[C:19]2[NH:20][C:21]([C:24]3[S:25][CH:26]=[CH:27][CH:28]=3)=[N:22][C:23]=2[C:15]([C:13]([NH:12][CH2:11][CH2:10][NH:9][C:6]2[CH:5]=[CH:4][C:3]([NH:2][S:40]([CH3:39])(=[O:42])=[O:41])=[CH:8][N:7]=2)=[O:14])=[CH:16][CH:17]=1, predict the reactants needed to synthesize it. The reactants are: Cl.[NH2:2][C:3]1[CH:4]=[CH:5][C:6]([NH:9][CH2:10][CH2:11][NH:12][C:13]([C:15]2[C:23]3[N:22]=[C:21]([C:24]4[S:25][CH:26]=[CH:27][CH:28]=4)[NH:20][C:19]=3[C:18]([OH:29])=[CH:17][CH:16]=2)=[O:14])=[N:7][CH:8]=1.CCN(C(C)C)C(C)C.[CH3:39][S:40](Cl)(=[O:42])=[O:41].